This data is from Full USPTO retrosynthesis dataset with 1.9M reactions from patents (1976-2016). The task is: Predict the reactants needed to synthesize the given product. (1) The reactants are: [NH2:1][C:2]1[C:11](I)=[CH:10][C:5]([C:6]([O:8][CH3:9])=[O:7])=[C:4]([Cl:13])[C:3]=1[I:14].C1C=CC(P(C2C=CC=CC=2)C2C=CC=CC=2)=CC=1.[CH3:34][Si:35]([C:38]#[CH:39])([CH3:37])[CH3:36]. Given the product [NH2:1][C:2]1[C:11]([C:39]#[C:38][Si:35]([CH3:37])([CH3:36])[CH3:34])=[CH:10][C:5]([C:6]([O:8][CH3:9])=[O:7])=[C:4]([Cl:13])[C:3]=1[I:14], predict the reactants needed to synthesize it. (2) Given the product [F:19][C:2]1([F:1])[CH2:3][CH:4]([NH:6][C:7]2[N:15]=[CH:14][C:13]([CH:16]([F:18])[F:17])=[CH:12][C:8]=2[C:9]([NH:25][C:21]([CH3:22])([C:23]#[CH:24])[CH3:20])=[O:11])[CH2:5]1, predict the reactants needed to synthesize it. The reactants are: [F:1][C:2]1([F:19])[CH2:5][CH:4]([NH:6][C:7]2[N:15]=[CH:14][C:13]([CH:16]([F:18])[F:17])=[CH:12][C:8]=2[C:9]([OH:11])=O)[CH2:3]1.[CH3:20][C:21]([NH2:25])([C:23]#[CH:24])[CH3:22].C1C=CC2N(O)N=NC=2C=1.CCN=C=NCCCN(C)C.CCN(C(C)C)C(C)C. (3) Given the product [ClH:52].[CH3:26][N:23]1[C:24]2[C:20](=[CH:19][CH:18]=[C:17]([N:9]3[CH:14]=[CH:13][C:12]([O:54][CH2:53][C:51]4[CH:50]=[N:49][C:45]([CH3:46])=[CH:40][CH:39]=4)=[CH:11][C:10]3=[O:15])[CH:25]=2)[C:21]2[CH2:33][N:32]3[CH:28]([CH2:27][C:22]1=2)[CH2:29][CH2:30][CH2:31]3, predict the reactants needed to synthesize it. The reactants are: C(O[N:9]1[CH:14]=[CH:13][CH:12]=[CH:11][C:10]1=[O:15])C1C=CC=CC=1.Br[C:17]1[CH:25]=[C:24]2[C:20]([C:21]3[CH2:33][N:32]4[CH:28]([CH2:29][CH2:30][CH2:31]4)[CH2:27][C:22]=3[N:23]2[CH3:26])=[CH:19][CH:18]=1.BrC1C=C2C([C:39]3[CH2:51][CH2:50][N:49]4[CH:45]([CH2:46]CC4)[C:40]=3N2C)=CC=1.[ClH:52].[CH3:53][OH:54]. (4) The reactants are: O1C2=CN=CC=C2C(=O)C1.C(OC([C:16]1[O:26][C:19]2=[N:20][CH:21]=[CH:22][C:23]([O:24][CH3:25])=[C:18]2[C:17]=1[OH:27])=O)C. Given the product [CH3:25][O:24][C:23]1[CH:22]=[CH:21][N:20]=[C:19]2[O:26][CH2:16][C:17](=[O:27])[C:18]=12, predict the reactants needed to synthesize it.